From a dataset of Reaction yield outcomes from USPTO patents with 853,638 reactions. Predict the reaction yield, written as a fraction of the theoretical maximum amount of product (1.0 means a 100% yield; for example, 0.34 means a 34% yield). (1) The reactants are [NH2:1][C:2]1[CH:9]=[CH:8][CH:7]=[C:6]([O:10][CH2:11][C@H:12]2[CH2:17][CH2:16][CH2:15][CH2:14][N:13]2[C:18](=[O:22])[CH2:19][CH2:20][CH3:21])[C:3]=1[C:4]#[N:5].[S:23](Cl)(=[O:26])(=[O:25])[NH2:24]. The catalyst is CC(N(C)C)=O.CCOC(C)=O. The product is [NH2:5][C:4]1[C:3]2[C:6]([O:10][CH2:11][C@H:12]3[CH2:17][CH2:16][CH2:15][CH2:14][N:13]3[C:18](=[O:22])[CH2:19][CH2:20][CH3:21])=[CH:7][CH:8]=[CH:9][C:2]=2[NH:1][S:23](=[O:26])(=[O:25])[N:24]=1. The yield is 0.580. (2) The reactants are [OH:1][N:2]=[CH:3][C:4]1[C:13]2[C:8](=[CH:9][CH:10]=[CH:11][CH:12]=2)[C:7]([C:14]([O:16][CH3:17])=[O:15])=[CH:6][CH:5]=1.ClN1C(=O)CCC1=O.[Cl:26][C:27]1[CH:32]=[C:31]([C:33]([C:35]([F:38])([F:37])[F:36])=[CH2:34])[CH:30]=[C:29]([Cl:39])[CH:28]=1.C(N(CC)CC)C. The catalyst is CN(C)C=O.O. The product is [Cl:26][C:27]1[CH:32]=[C:31]([C:33]2([C:35]([F:38])([F:36])[F:37])[O:1][N:2]=[C:3]([C:4]3[C:13]4[C:8](=[CH:9][CH:10]=[CH:11][CH:12]=4)[C:7]([C:14]([O:16][CH3:17])=[O:15])=[CH:6][CH:5]=3)[CH2:34]2)[CH:30]=[C:29]([Cl:39])[CH:28]=1. The yield is 0.340. (3) The reactants are CN(C)C=O.[N+:6]([C:9]1[CH:17]=[CH:16][C:12]([C:13]([OH:15])=O)=[CH:11][CH:10]=1)([O-:8])=[O:7].C(Cl)(=O)C(Cl)=O.[NH2:24][C:25]1[CH:30]=[CH:29][CH:28]=[CH:27][C:26]=1[S:31]([NH:34][C:35]1[CH:40]=[CH:39][C:38]([O:41][CH3:42])=[CH:37][CH:36]=1)(=[O:33])=[O:32]. The catalyst is ClCCl. The product is [CH3:42][O:41][C:38]1[CH:37]=[CH:36][C:35]([NH:34][S:31]([C:26]2[CH:27]=[CH:28][CH:29]=[CH:30][C:25]=2[NH:24][C:13](=[O:15])[C:12]2[CH:11]=[CH:10][C:9]([N+:6]([O-:8])=[O:7])=[CH:17][CH:16]=2)(=[O:33])=[O:32])=[CH:40][CH:39]=1. The yield is 0.570. (4) The reactants are [Cl:1][C:2]1[C:6]([NH:7][C:8](=[O:10])[CH3:9])=[CH:5][NH:4][N:3]=1.I[C:12]1[CH:13]=[N:14][CH:15]=[CH:16][CH:17]=1.P([O-])([O-])([O-])=O.[K+].[K+].[K+].CNCCNC. The catalyst is [Cu](Cl)Cl.C(OCC)(=O)C.C(#N)C. The product is [Cl:1][C:2]1[C:6]([NH:7][C:8](=[O:10])[CH3:9])=[CH:5][N:4]([C:12]2[CH:13]=[N:14][CH:15]=[CH:16][CH:17]=2)[N:3]=1. The yield is 0.650. (5) The reactants are [CH2:1]([N:3]1[C:7]2[N:8]=[N:9][CH:10]=[C:11]([C:12]3[CH:17]=[CH:16][C:15]([F:18])=[C:14](I)[CH:13]=3)[C:6]=2[N:5]=[CH:4]1)[CH3:2].CC1(C)C(C)(C)OB([C:28]2[CH:33]=[CH:32][C:31]([S:34]([NH2:37])(=[O:36])=[O:35])=[CH:30][CH:29]=2)O1. No catalyst specified. The product is [CH2:1]([N:3]1[C:7]2[N:8]=[N:9][CH:10]=[C:11]([C:12]3[CH:17]=[CH:16][C:15]([F:18])=[C:14]([C:28]4[CH:33]=[CH:32][C:31]([S:34]([NH2:37])(=[O:36])=[O:35])=[CH:30][CH:29]=4)[CH:13]=3)[C:6]=2[N:5]=[CH:4]1)[CH3:2]. The yield is 0.570. (6) The reactants are C[O:2][C:3](=[O:17])[C:4]1[CH:9]=[CH:8][C:7]([C:10]([F:13])([F:12])[F:11])=[CH:6][C:5]=1[CH:14]1[CH2:16][CH2:15]1.[OH-].[Na+]. The catalyst is C(O)C. The product is [CH:14]1([C:5]2[CH:6]=[C:7]([C:10]([F:11])([F:12])[F:13])[CH:8]=[CH:9][C:4]=2[C:3]([OH:17])=[O:2])[CH2:16][CH2:15]1. The yield is 0.270. (7) The reactants are [N:1]1[CH:6]=[CH:5][C:4]([CH2:7][OH:8])=[CH:3][CH:2]=1.C1(P(C2C=CC=CC=2)C2C=CC=CC=2)C=CC=CC=1.CCOC(/N=N/C(OCC)=O)=O.[CH3:40][O:41][C:42]1[C:43]([CH3:70])=[C:44]([C:61]([O:68][CH3:69])=[C:62]([O:66][CH3:67])[C:63]=1[O:64][CH3:65])[CH2:45][C:46]1[CH:47]=[CH:48][C:49](O)=[C:50]([CH:59]=1)[C:51]([N:53]1[CH2:58][CH2:57][O:56][CH2:55][CH2:54]1)=[O:52].[OH-].[Na+]. The product is [CH3:40][O:41][C:42]1[C:43]([CH3:70])=[C:44]([C:61]([O:68][CH3:69])=[C:62]([O:66][CH3:67])[C:63]=1[O:64][CH3:65])[CH2:45][C:46]1[CH:47]=[CH:48][C:49]([O:8][CH2:7][C:4]2[CH:5]=[CH:6][N:1]=[CH:2][CH:3]=2)=[C:50]([CH:59]=1)[C:51]([N:53]1[CH2:54][CH2:55][O:56][CH2:57][CH2:58]1)=[O:52]. The yield is 0.630. The catalyst is C1C=CC=CC=1. (8) The reactants are [CH3:1][O:2][C:3]1[CH:4]=[C:5]2[C:10](=[CH:11][C:12]=1[O:13][CH3:14])[N:9]=[CH:8][CH:7]=[C:6]2[O:15][C:16]1[C:22]([CH3:23])=[CH:21][C:19]([NH2:20])=[C:18]([CH3:24])[CH:17]=1.C1(C)C=CC=CC=1.C(N(CC)CC)C.Cl[C:40](Cl)([O:42][C:43](=[O:49])OC(Cl)(Cl)Cl)Cl.[N:51]1[CH:56]=[CH:55][CH:54]=[CH:53][C:52]=1[S:57][CH2:58][CH2:59]CO. The catalyst is C(Cl)Cl. The product is [CH3:1][O:2][C:3]1[CH:4]=[C:5]2[C:10](=[CH:11][C:12]=1[O:13][CH3:14])[N:9]=[CH:8][CH:7]=[C:6]2[O:15][C:16]1[C:22]([CH3:23])=[CH:21][C:19]([NH:20][C:43](=[O:49])[O:42][CH2:40][CH2:59][CH2:58][S:57][C:52]2[CH:53]=[CH:54][CH:55]=[CH:56][N:51]=2)=[C:18]([CH3:24])[CH:17]=1. The yield is 0.100.